This data is from Full USPTO retrosynthesis dataset with 1.9M reactions from patents (1976-2016). The task is: Predict the reactants needed to synthesize the given product. (1) Given the product [Cl:12][C:9]1[CH:10]=[CH:11][C:6]([O:5][CH2:4][CH:3]([OH:13])[CH2:2][NH:1][S:24]([C:23]2[C:19]3[CH2:18][CH2:17][CH2:16][C:15](=[O:14])[C:20]=3[S:21][CH:22]=2)(=[O:25])=[O:26])=[CH:7][CH:8]=1, predict the reactants needed to synthesize it. The reactants are: [NH2:1][CH2:2][CH:3]([OH:13])[CH2:4][O:5][C:6]1[CH:11]=[CH:10][C:9]([Cl:12])=[CH:8][CH:7]=1.[O:14]=[C:15]1[C:20]2[S:21][CH:22]=[C:23]([S:24](Cl)(=[O:26])=[O:25])[C:19]=2[CH2:18][CH2:17][CH2:16]1. (2) Given the product [F:1][C:2]1[CH:3]=[C:4]([C:8]#[C:9][C:10]2[CH:19]=[C:18]3[C:13]([C:14](=[O:26])[N:15]4[CH2:24][CH2:23][C:22](=[N:28][OH:29])[CH2:21][CH2:20][C:16]4=[N:17]3)=[CH:12][CH:11]=2)[CH:5]=[CH:6][CH:7]=1, predict the reactants needed to synthesize it. The reactants are: [F:1][C:2]1[CH:3]=[C:4]([C:8]#[C:9][C:10]2[CH:19]=[C:18]3[C:13]([C:14](=[O:26])[N:15]4[CH2:24][CH2:23][C:22](=O)[CH2:21][CH2:20][C:16]4=[N:17]3)=[CH:12][CH:11]=2)[CH:5]=[CH:6][CH:7]=1.Cl.[NH2:28][OH:29].C([O-])([O-])=O.[Na+].[Na+]. (3) Given the product [Cl:1][C:2]1[C:9]([I:10])=[CH:8][CH:7]=[C:6]([F:11])[C:3]=1[C:4]#[N:12], predict the reactants needed to synthesize it. The reactants are: [Cl:1][C:2]1[C:9]([I:10])=[CH:8][CH:7]=[C:6]([F:11])[C:3]=1[CH:4]=O.[NH2:12]OS(O)(=O)=O. (4) Given the product [C:1]([O:5][C:6](/[C:8](=[CH:35]\[C:36](\[CH3:51])=[CH:37]\[CH:38]([CH3:50])[CH2:39][CH:40]([CH3:49])[CH2:41][CH:42]([CH3:48])[CH2:43][CH:44]([CH3:47])[CH2:45][CH3:46])/[CH2:9][CH:10]([CH3:34])[C:11]([OH:13])=[O:12])=[O:7])([CH3:4])([CH3:3])[CH3:2], predict the reactants needed to synthesize it. The reactants are: [C:1]([O:5][C:6](/[C:8](=[CH:35]\[C:36](\[CH3:51])=[CH:37]\[CH:38]([CH3:50])[CH2:39][CH:40]([CH3:49])[CH2:41][CH:42]([CH3:48])[CH2:43][CH:44]([CH3:47])[CH2:45][CH3:46])/[CH2:9][CH:10]([CH3:34])[C:11]([O:13]C1C(=O)OC(C(OC(C)(C)C)=O)C1C(OC(C)(C)C)=O)=[O:12])=[O:7])([CH3:4])([CH3:3])[CH3:2].C(#N)C.[OH-].[Na+].